Dataset: Reaction yield outcomes from USPTO patents with 853,638 reactions. Task: Predict the reaction yield, written as a fraction of the theoretical maximum amount of product (1.0 means a 100% yield; for example, 0.34 means a 34% yield). (1) The reactants are [CH3:1][O:2][CH2:3][CH2:4][O:5][C:6]1[CH:11]=[CH:10][C:9](/[CH:12]=[CH:13]/[C:14](O)=[O:15])=[C:8]([NH:17][C:18]2[CH:23]=[CH:22][C:21]([C:24]([F:27])([F:26])[F:25])=[CH:20][CH:19]=2)[CH:7]=1.CC1C=CC=C([N+]([O-])=O)C=1C(OC(=O)C1C([N+]([O-])=O)=CC=CC=1C)=O.[CH2:53]([S:58]([NH2:61])(=[O:60])=[O:59])[CH2:54][CH2:55][CH2:56][CH3:57].[Cl-].[NH4+]. The catalyst is C(#N)C.CN(C)C1C=CN=CC=1.C(N(CC)CC)C. The product is [CH3:1][O:2][CH2:3][CH2:4][O:5][C:6]1[CH:11]=[CH:10][C:9](/[CH:12]=[CH:13]/[C:14]([NH:61][S:58]([CH2:53][CH2:54][CH2:55][CH2:56][CH3:57])(=[O:60])=[O:59])=[O:15])=[C:8]([NH:17][C:18]2[CH:19]=[CH:20][C:21]([C:24]([F:26])([F:25])[F:27])=[CH:22][CH:23]=2)[CH:7]=1. The yield is 0.310. (2) The product is [C:1]([O:5][C:6]([NH:8][C@@H:9]1[C:23](=[O:24])[N:22]2[CH2:25][C@H:26]([OH:28])[CH2:27][C@H:21]2[C:20](=[O:29])[NH:19][C@:18]2([C:31]([O:33][CH2:34][CH3:35])=[O:32])[CH2:30][C@H:17]2[CH2:16][C:15]([F:36])([F:37])[CH2:14][CH2:13][CH2:12][CH2:11][CH2:10]1)=[O:7])([CH3:3])([CH3:2])[CH3:4]. The yield is 0.950. The reactants are [C:1]([O:5][C:6]([NH:8][C@@H:9]1[C:23](=[O:24])[N:22]2[CH2:25][C@H:26]([OH:28])[CH2:27][C@H:21]2[C:20](=[O:29])[NH:19][C@:18]2([C:31]([O:33][CH2:34][CH3:35])=[O:32])[CH2:30][C@H:17]2[CH2:16][C:15]([F:37])([F:36])[CH2:14][CH2:13][CH:12]=[CH:11][CH2:10]1)=[O:7])([CH3:4])([CH3:3])[CH3:2].[H][H]. The catalyst is C(OCC)(=O)C.[Pd]. (3) The reactants are [NH:1]1[C:9]2[C:4](=[CH:5][C:6]([CH:10]=[O:11])=[CH:7][CH:8]=2)[CH:3]=[CH:2]1.N12CCN(CC1)C[CH2:13]2.CCOC(C)=O.O. The catalyst is C(=O)(OC)OC. The product is [CH3:13][N:1]1[C:9]2[C:4](=[CH:5][C:6]([CH:10]=[O:11])=[CH:7][CH:8]=2)[CH:3]=[CH:2]1. The yield is 0.460. (4) The reactants are [CH3:1][CH:2]1[NH:7][CH:6]([CH3:8])[CH2:5][N:4]([CH2:9][CH:10]2[CH2:15][CH2:14][N:13]([CH3:16])[CH2:12][CH2:11]2)[CH2:3]1.[CH:17]([S:30]([CH2:32][C:33](O)=[O:34])=[O:31])([C:24]1[CH:29]=[CH:28][CH:27]=[CH:26][CH:25]=1)[C:18]1[CH:23]=[CH:22][CH:21]=[CH:20][CH:19]=1.Cl.C(N=C=NCCCN(C)C)C. The catalyst is CN(C)C1C=CN=CC=1.C(Cl)Cl. The product is [CH:17]([S:30]([CH2:32][C:33]([N:7]1[CH:6]([CH3:8])[CH2:5][N:4]([CH2:9][CH:10]2[CH2:15][CH2:14][N:13]([CH3:16])[CH2:12][CH2:11]2)[CH2:3][CH:2]1[CH3:1])=[O:34])=[O:31])([C:24]1[CH:25]=[CH:26][CH:27]=[CH:28][CH:29]=1)[C:18]1[CH:23]=[CH:22][CH:21]=[CH:20][CH:19]=1. The yield is 0.710. (5) The reactants are [CH3:1][O:2][C:3]([C:5]1([C:8]2[CH:13]=[C:12](I)[C:11]([O:15][CH2:16][C:17]([CH3:19])=[CH2:18])=[C:10](I)[CH:9]=2)[CH2:7][CH2:6]1)=[O:4].CCCC[SnH](CCCC)CCCC.CC(N=NC(C#N)(C)C)(C#N)C. The catalyst is C1(C)C=CC=CC=1. The product is [CH3:1][O:2][C:3]([C:5]1([C:8]2[CH:13]=[CH:12][C:11]3[O:15][CH2:16][C:17]([CH3:19])([CH3:18])[C:10]=3[CH:9]=2)[CH2:7][CH2:6]1)=[O:4]. The yield is 0.620. (6) The yield is 0.820. The reactants are OS(O)(=O)=O.[O:6]1[C:15]2[C:10](=[CH:11][CH:12]=[CH:13][CH:14]=2)[C:9](=[O:16])[CH2:8][CH2:7]1.[CH3:17][O:18][C:19](=[O:28])[C:20]1[CH:25]=[CH:24][C:23]([CH:26]=O)=[CH:22][CH:21]=1. The catalyst is C(O)(=O)C. The product is [O:16]=[C:9]1[C:10]2[C:15](=[CH:14][CH:13]=[CH:12][CH:11]=2)[O:6][CH2:7][C:8]1=[CH:26][C:23]1[CH:24]=[CH:25][C:20]([C:19]([O:18][CH3:17])=[O:28])=[CH:21][CH:22]=1.